Dataset: Full USPTO retrosynthesis dataset with 1.9M reactions from patents (1976-2016). Task: Predict the reactants needed to synthesize the given product. Given the product [ClH:1].[Cl:1][C:2]1[C:3]([O:20][CH:21]2[CH2:26][CH2:25][NH:24][CH2:23][CH2:22]2)=[CH:4][C:5](=[O:19])[N:6]([C:8]2[CH:13]=[CH:12][C:11]([S:14]([CH3:17])(=[O:16])=[O:15])=[C:10]([F:18])[CH:9]=2)[CH:7]=1, predict the reactants needed to synthesize it. The reactants are: [Cl:1][C:2]1[C:3]([O:20][CH:21]2[CH2:26][CH2:25][N:24](C(OC(C)(C)C)=O)[CH2:23][CH2:22]2)=[CH:4][C:5](=[O:19])[N:6]([C:8]2[CH:13]=[CH:12][C:11]([S:14]([CH3:17])(=[O:16])=[O:15])=[C:10]([F:18])[CH:9]=2)[CH:7]=1.Cl.